From a dataset of Full USPTO retrosynthesis dataset with 1.9M reactions from patents (1976-2016). Predict the reactants needed to synthesize the given product. (1) Given the product [Br:1][C:2]1[CH:11]=[CH:10][C:9]([NH2:12])=[C:8]2[C:3]=1[CH:4]=[CH:5][N:6]=[CH:7]2, predict the reactants needed to synthesize it. The reactants are: [Br:1][C:2]1[CH:11]=[CH:10][C:9]([N+:12]([O-])=O)=[C:8]2[C:3]=1[CH:4]=[CH:5][N:6]=[CH:7]2.[Cl-].[NH4+]. (2) Given the product [C:5]([C:4]1[CH:7]=[C:8]([O:11][C:12]([F:13])([F:14])[F:15])[C:9]2[O:10][C:38]([C:37]3[CH:36]=[CH:35][C:34]([C:32]([NH:31][CH2:30][CH:27]4[CH2:28][CH2:29][N:24]([C:20]5[N:19]=[C:18]([C:17]([F:43])([F:44])[F:16])[CH:23]=[CH:22][N:21]=5)[CH2:25][CH2:26]4)=[O:33])=[CH:42][CH:41]=3)=[N:1][C:2]=2[CH:3]=1)#[N:6], predict the reactants needed to synthesize it. The reactants are: [NH2:1][C:2]1[CH:3]=[C:4]([CH:7]=[C:8]([O:11][C:12]([F:15])([F:14])[F:13])[C:9]=1[OH:10])[C:5]#[N:6].[F:16][C:17]([F:44])([F:43])[C:18]1[CH:23]=[CH:22][N:21]=[C:20]([N:24]2[CH2:29][CH2:28][CH:27]([CH2:30][NH:31][C:32]([C:34]3[CH:42]=[CH:41][C:37]([C:38](O)=O)=[CH:36][CH:35]=3)=[O:33])[CH2:26][CH2:25]2)[N:19]=1. (3) Given the product [F:1][C:2]1[CH:7]=[CH:6][C:5]([NH:8][C:9]([C:11]2[C:12]([CH3:17])=[N:13][O:14][C:15]=2[CH3:16])=[S:28])=[CH:4][C:3]=1[CH3:18], predict the reactants needed to synthesize it. The reactants are: [F:1][C:2]1[CH:7]=[CH:6][C:5]([NH:8][C:9]([C:11]2[C:12]([CH3:17])=[N:13][O:14][C:15]=2[CH3:16])=O)=[CH:4][C:3]=1[CH3:18].COC1C=CC(P2(SP(C3C=CC(OC)=CC=3)(=S)S2)=[S:28])=CC=1.